From a dataset of Forward reaction prediction with 1.9M reactions from USPTO patents (1976-2016). Predict the product of the given reaction. Given the reactants Br[C:2]1[C:3](=[O:15])[N:4]([C@@H:9]([CH2:12][O:13][CH3:14])[CH2:10][CH3:11])[CH:5]=[C:6]([Br:8])[N:7]=1.Cl.[CH3:17][O:18][C:19]1[CH:20]=[C:21]2[C:25](=[C:26]([CH3:28])[CH:27]=1)[NH:24][CH2:23][CH2:22]2, predict the reaction product. The product is: [Br:8][C:6]1[N:7]=[C:2]([N:24]2[C:25]3[C:21](=[CH:20][C:19]([O:18][CH3:17])=[CH:27][C:26]=3[CH3:28])[CH2:22][CH2:23]2)[C:3](=[O:15])[N:4]([C@@H:9]([CH2:12][O:13][CH3:14])[CH2:10][CH3:11])[CH:5]=1.